From a dataset of NCI-60 drug combinations with 297,098 pairs across 59 cell lines. Regression. Given two drug SMILES strings and cell line genomic features, predict the synergy score measuring deviation from expected non-interaction effect. (1) Drug 1: C1CCC(C1)C(CC#N)N2C=C(C=N2)C3=C4C=CNC4=NC=N3. Drug 2: C1=CN(C(=O)N=C1N)C2C(C(C(O2)CO)O)O.Cl. Cell line: A498. Synergy scores: CSS=25.4, Synergy_ZIP=-5.24, Synergy_Bliss=6.00, Synergy_Loewe=-20.5, Synergy_HSA=5.72. (2) Drug 1: CNC(=O)C1=NC=CC(=C1)OC2=CC=C(C=C2)NC(=O)NC3=CC(=C(C=C3)Cl)C(F)(F)F. Drug 2: CCC1(CC2CC(C3=C(CCN(C2)C1)C4=CC=CC=C4N3)(C5=C(C=C6C(=C5)C78CCN9C7C(C=CC9)(C(C(C8N6C)(C(=O)OC)O)OC(=O)C)CC)OC)C(=O)OC)O.OS(=O)(=O)O. Cell line: NCIH23. Synergy scores: CSS=1.29, Synergy_ZIP=-0.436, Synergy_Bliss=-1.64, Synergy_Loewe=-1.87, Synergy_HSA=-4.07. (3) Drug 1: C1=CC(=CC=C1CC(C(=O)O)N)N(CCCl)CCCl.Cl. Drug 2: CC1=C(C=C(C=C1)NC(=O)C2=CC=C(C=C2)CN3CCN(CC3)C)NC4=NC=CC(=N4)C5=CN=CC=C5. Cell line: CCRF-CEM. Synergy scores: CSS=34.1, Synergy_ZIP=2.48, Synergy_Bliss=7.59, Synergy_Loewe=-9.91, Synergy_HSA=5.48.